From a dataset of Reaction yield outcomes from USPTO patents with 853,638 reactions. Predict the reaction yield, written as a fraction of the theoretical maximum amount of product (1.0 means a 100% yield; for example, 0.34 means a 34% yield). (1) The reactants are [CH2:1](Br)[C:2]1[CH:7]=[CH:6][CH:5]=[CH:4][CH:3]=1.[NH:9]1[C:13]([C:14]2[CH:15]=[C:16]([C:20]3[CH:21]=[CH:22][C:23]4[O:27][C:26]([C:28]5[CH:33]=[CH:32][C:31]([F:34])=[CH:30][CH:29]=5)=[C:25]([C:35]([NH:37][CH3:38])=[O:36])[C:24]=4[CH:39]=3)[CH:17]=[CH:18][CH:19]=2)=[N:12][N:11]=[N:10]1.C([O-])([O-])=O.[Na+].[Na+]. The catalyst is CN(C=O)C. The product is [CH2:1]([N:10]1[N:11]=[N:12][C:13]([C:14]2[CH:15]=[C:16]([C:20]3[CH:21]=[CH:22][C:23]4[O:27][C:26]([C:28]5[CH:33]=[CH:32][C:31]([F:34])=[CH:30][CH:29]=5)=[C:25]([C:35]([NH:37][CH3:38])=[O:36])[C:24]=4[CH:39]=3)[CH:17]=[CH:18][CH:19]=2)=[N:9]1)[C:2]1[CH:7]=[CH:6][CH:5]=[CH:4][CH:3]=1. The yield is 0.190. (2) The reactants are [NH:1]1[C:5]2[CH:6]=[CH:7][S:8][C:4]=2[CH:3]=[N:2]1.[OH-].[K+].[I:11]I. The catalyst is CN(C=O)C. The product is [I:11][C:3]1[C:4]2[S:8][CH:7]=[CH:6][C:5]=2[NH:1][N:2]=1. The yield is 0.990.